From a dataset of Experimentally validated miRNA-target interactions with 360,000+ pairs, plus equal number of negative samples. Binary Classification. Given a miRNA mature sequence and a target amino acid sequence, predict their likelihood of interaction. The protein sequence of the target gene is MAVPFVEDWDLVQTLGEGAYGEVQLAVNRITEEAVAVKIVDMKRAIDCPENIKKEICINKMLSHENVVKFYGHRREGHIQYLFLEYCSGGELFDRIEPDIGMPEQDAQRFFHQLMAGVVYLHGIGITHRDIKPENLLLDERDNLKISDFGLATVFRHNNRERLLNKMCGTLPYVAPELLKRKEFHAEPVDVWSCGIVLTAMLAGELPWDQPSDSCQEYSDWKEKKTYLNPWKKIDSAPLALLHKILVETPSARITIPDIKKDRWYNKPLNRGAKRPRATSGGMSESSSGFSKHIHSNLDF.... The miRNA is mmu-miR-466c-3p with sequence AUACAUACACGCACACAUAAGA. Result: 1 (interaction).